Predict which catalyst facilitates the given reaction. From a dataset of Catalyst prediction with 721,799 reactions and 888 catalyst types from USPTO. (1) Reactant: [F:1][C:2]([F:24])([F:23])[O:3][C:4]1[CH:9]=[CH:8][C:7]([C:10]2[CH:15]=[CH:14][C:13]([NH:16][C:17](=[O:22])[C:18]([O:20][CH3:21])=[O:19])=[CH:12][CH:11]=2)=[CH:6][CH:5]=1.[CH3:25][C:26]1[CH:27]=[C:28]([CH:31]=[CH:32][CH:33]=1)[CH2:29]Br.C(=O)([O-])[O-].[K+].[K+].C1OCCOCCOCCOCCOCCOC1. Product: [CH3:25][C:26]1[CH:27]=[C:28]([CH:31]=[CH:32][CH:33]=1)[CH2:29][N:16]([C:13]1[CH:12]=[CH:11][C:10]([C:7]2[CH:8]=[CH:9][C:4]([O:3][C:2]([F:23])([F:24])[F:1])=[CH:5][CH:6]=2)=[CH:15][CH:14]=1)[C:17](=[O:22])[C:18]([O:20][CH3:21])=[O:19]. The catalyst class is: 192. (2) Reactant: [CH2:1]([NH:3][CH:4]([C:8]1[CH:9]=[N:10][CH:11]=[CH:12][C:13]=1[C:14]([F:17])([F:16])[F:15])[CH:5]([CH3:7])[CH3:6])[CH3:2].C(=O)([O-])[O-].[K+].[K+].[F:24][C:25]1[CH:30]=[CH:29][CH:28]=[C:27]([F:31])[C:26]=1[CH2:32][C:33](Cl)=[O:34]. Product: [CH2:1]([N:3]([CH:4]([C:8]1[CH:9]=[N:10][CH:11]=[CH:12][C:13]=1[C:14]([F:15])([F:17])[F:16])[CH:5]([CH3:7])[CH3:6])[C:33](=[O:34])[CH2:32][C:26]1[C:25]([F:24])=[CH:30][CH:29]=[CH:28][C:27]=1[F:31])[CH3:2]. The catalyst class is: 10. (3) Reactant: [CH3:1][N:2]1[C:6]2[CH:7]=[CH:8][C:9]([N:11]3[CH:16]=[C:15]([C:17]([O:19][CH2:20][CH3:21])=[O:18])[C:14](=[O:22])[N:13]([CH2:23][C:24]4[CH:29]=[CH:28][CH:27]=[C:26]([C:30]([F:33])([F:32])[F:31])[C:25]=4[CH3:34])[C:12]3=[O:35])=[CH:10][C:5]=2[NH:4][C:3]1=[O:36].ClC(Cl)(Cl)S(O[CH2:43][C:44]([F:47])([F:46])[F:45])(=O)=O. Product: [CH3:1][N:2]1[C:6]2[CH:7]=[CH:8][C:9]([N:11]3[CH:16]=[C:15]([C:17]([O:19][CH2:20][CH3:21])=[O:18])[C:14](=[O:22])[N:13]([CH2:23][C:24]4[CH:29]=[CH:28][CH:27]=[C:26]([C:30]([F:32])([F:33])[F:31])[C:25]=4[CH3:34])[C:12]3=[O:35])=[CH:10][C:5]=2[N:4]([CH2:43][C:44]([F:47])([F:46])[F:45])[C:3]1=[O:36]. The catalyst class is: 98. (4) Reactant: [F:1][C:2]([F:26])([F:25])[C:3]1[CH:4]=[C:5]([CH:18]=[C:19]([C:21]([F:24])([F:23])[F:22])[CH:20]=1)[C:6]([NH:8][C:9]1[CH:10]=[C:11]([CH:15]=[CH:16][CH:17]=1)[C:12]([OH:14])=O)=[O:7].[Cl:27][C:28]1[CH:34]=[CH:33][C:31]([NH2:32])=[CH:30][CH:29]=1.O.ON1C2C=CC=CC=2N=N1.Cl.CN(C)CCCN=C=NCC.C(N(CC)C(C)C)(C)C. Product: [Cl:27][C:28]1[CH:34]=[CH:33][C:31]([NH:32][C:12]([C:11]2[CH:10]=[C:9]([NH:8][C:6](=[O:7])[C:5]3[CH:18]=[C:19]([C:21]([F:22])([F:24])[F:23])[CH:20]=[C:3]([C:2]([F:26])([F:1])[F:25])[CH:4]=3)[CH:17]=[CH:16][CH:15]=2)=[O:14])=[CH:30][CH:29]=1. The catalyst class is: 56. (5) Reactant: ClC1C(C)=C(S(Cl)(=O)=O)C=CC=1.N1C=CC=C[CH:14]=1.COC([C:23]1[NH:24][C:25]2[C:30]([CH:31]=1)=[CH:29][C:28]([NH2:32])=[CH:27][CH:26]=2)=O.[C:33]([O-:36])(O)=[O:34].[Na+]. Product: [CH3:14][O:36][C:33]([C:31]1[C:30]2[C:25](=[CH:26][CH:27]=[C:28]([NH2:32])[CH:29]=2)[NH:24][CH:23]=1)=[O:34]. The catalyst class is: 4. (6) Reactant: CN(C(ON1N=NC2C=CC=NC1=2)=[N+](C)C)C.F[P-](F)(F)(F)(F)F.[NH2:25][C:26]1[C:27]([C:36]([OH:38])=O)=[CH:28][C:29]2[C:34]([CH:35]=1)=[CH:33][CH:32]=[CH:31][CH:30]=2.[CH3:39][C@@:40]([C:46]([O:48][CH3:49])=[O:47])([CH2:42][CH:43]([CH3:45])[CH3:44])[NH2:41].C(N(C(C)C)CC)(C)C. Product: [NH2:25][C:26]1[C:27]([C:36]([NH:41][C@:40]([CH3:39])([C:46]([O:48][CH3:49])=[O:47])[CH2:42][CH:43]([CH3:45])[CH3:44])=[O:38])=[CH:28][C:29]2[C:34]([CH:35]=1)=[CH:33][CH:32]=[CH:31][CH:30]=2. The catalyst class is: 3. (7) The catalyst class is: 54. Reactant: [H-].[Na+].[O:3]=[C:4]([CH2:11][CH2:12][CH3:13])[CH2:5][C:6]([O:8][CH2:9][CH3:10])=[O:7].Br[CH2:15][C:16]1[CH:21]=[CH:20][C:19]([C:22]2[C:23]([C:28]#[N:29])=[CH:24][CH:25]=[CH:26][CH:27]=2)=[CH:18][CH:17]=1.[Cl-].[NH4+]. Product: [C:28]([C:23]1[CH:24]=[CH:25][CH:26]=[CH:27][C:22]=1[C:19]1[CH:18]=[CH:17][C:16]([CH2:15][CH:5]([C:4](=[O:3])[CH2:11][CH2:12][CH3:13])[C:6]([O:8][CH2:9][CH3:10])=[O:7])=[CH:21][CH:20]=1)#[N:29].